From a dataset of Reaction yield outcomes from USPTO patents with 853,638 reactions. Predict the reaction yield, written as a fraction of the theoretical maximum amount of product (1.0 means a 100% yield; for example, 0.34 means a 34% yield). (1) The reactants are Br[CH2:2][CH:3]1[CH2:12][CH2:11][C:10]2[C:5](=[CH:6][CH:7]=[CH:8][CH:9]=2)[CH2:4]1.[CH3:13][O:14][C:15]1[CH:23]=[CH:22][C:18]([CH2:19][CH2:20][NH2:21])=[CH:17][CH:16]=1. The catalyst is CCO. The product is [CH3:13][O:14][C:15]1[CH:23]=[CH:22][C:18]([CH2:19][CH2:20][NH:21][CH2:2][CH:3]2[CH2:12][CH2:11][C:10]3[C:5](=[CH:6][CH:7]=[CH:8][CH:9]=3)[CH2:4]2)=[CH:17][CH:16]=1. The yield is 0.589. (2) The reactants are C([O:3][C:4](=[O:33])[C:5]1[CH:10]=[C:9]([N:11]2[C:15]([CH3:16])=[CH:14][CH:13]=[C:12]2[C:17]2[CH:22]=[C:21]([Cl:23])[CH:20]=[CH:19][C:18]=2[O:24][CH2:25][C:26]2[CH:31]=[CH:30][C:29]([Cl:32])=[CH:28][CH:27]=2)[CH:8]=[N:7][CH:6]=1)C.C(O)C. The catalyst is C(OCC)(=O)C. The product is [Cl:23][C:21]1[CH:20]=[CH:19][C:18]([O:24][CH2:25][C:26]2[CH:27]=[CH:28][C:29]([Cl:32])=[CH:30][CH:31]=2)=[C:17]([C:12]2[N:11]([C:9]3[CH:8]=[N:7][CH:6]=[C:5]([CH:10]=3)[C:4]([OH:33])=[O:3])[C:15]([CH3:16])=[CH:14][CH:13]=2)[CH:22]=1. The yield is 0.780. (3) The reactants are [SH:1][CH2:2][CH2:3][O:4][S:5](=[O:8])(=[O:7])[OH:6].[OH:9][C:10]1C2N=NNC=2C=CC=1.[CH2:31]1[CH2:32][CH2:33][CH:28]([N:27]=C=[N:27][CH:28]2[CH2:33][CH2:32][CH2:31][CH2:30][CH2:29]2)[CH2:29][CH2:30]1.CN(C)C=[O:37]. The catalyst is C(OCC)(=O)C. The product is [NH2:27][C:28]1[CH:29]=[CH:30][C:31]([O:7][S:5]([O:4][CH2:3][CH2:2][SH:1])(=[O:6])=[O:8])=[C:32]([CH:33]=1)[C:10]([OH:9])=[O:37]. The yield is 0.570. (4) The reactants are C(N(C(C)C)CC)(C)C.[NH2:10][C@@H:11]1[CH2:15][CH2:14][N:13]([C:16]2[C:25]3[C:20](=[CH:21][C:22]([CH3:26])=[CH:23][CH:24]=3)[N:19]=[C:18]([C:27]3[C:32]([F:33])=[CH:31][CH:30]=[CH:29][C:28]=3[OH:34])[N:17]=2)[CH2:12]1.Cl[C:36]([O:38][CH2:39][CH3:40])=[O:37].ClC([O-])=O. The catalyst is C1COCC1. The product is [F:33][C:32]1[CH:31]=[CH:30][CH:29]=[C:28]([OH:34])[C:27]=1[C:18]1[N:17]=[C:16]([N:13]2[CH2:14][CH2:15][C@@H:11]([NH:10][C:36](=[O:37])[O:38][CH2:39][CH3:40])[CH2:12]2)[C:25]2[C:20](=[CH:21][C:22]([CH3:26])=[CH:23][CH:24]=2)[N:19]=1. The yield is 0.850. (5) The reactants are [CH3:1][O:2][C:3]1[CH:4]=[C:5]2[C:10](=[CH:11][C:12]=1[O:13][CH3:14])[N:9]=[CH:8][CH:7]=[C:6]2[O:15][C:16]1[CH:22]=[CH:21][C:19]([NH2:20])=[C:18]([F:23])[CH:17]=1.ClC(Cl)(O[C:28](=[O:34])OC(Cl)(Cl)Cl)Cl.[NH2:36][N:37]1[CH2:43][CH2:42][CH2:41][CH2:40][CH2:39][CH2:38]1.C(=O)(O)[O-].[Na+]. The catalyst is C(Cl)Cl.C(N(CC)CC)C.C1(C)C=CC=CC=1. The product is [CH3:1][O:2][C:3]1[CH:4]=[C:5]2[C:10](=[CH:11][C:12]=1[O:13][CH3:14])[N:9]=[CH:8][CH:7]=[C:6]2[O:15][C:16]1[CH:22]=[CH:21][C:19]([NH:20][C:28]([NH:36][N:37]2[CH2:43][CH2:42][CH2:41][CH2:40][CH2:39][CH2:38]2)=[O:34])=[C:18]([F:23])[CH:17]=1. The yield is 0.550. (6) The reactants are [H-].[Na+].[NH2:3][C:4]1[CH:5]=[N:6][C:7]([C:10]([CH3:13])([CH3:12])[CH3:11])=[N:8][CH:9]=1.Cl[C:15]1[C:24]2[C:19](=[CH:20][CH:21]=[CH:22][CH:23]=2)[C:18]([C:25]2[CH:34]=[C:33]3[C:28]([CH:29]=[CH:30][N:31]=[CH:32]3)=[CH:27][CH:26]=2)=[CH:17][N:16]=1. The catalyst is C1COCC1. The product is [C:15]1([NH:3][C:4]2[CH:9]=[N:8][C:7]([C:10]([CH3:13])([CH3:12])[CH3:11])=[N:6][CH:5]=2)[C:24]2[C:19](=[CH:20][CH:21]=[CH:22][CH:23]=2)[C:18]([C:25]2[CH:34]=[C:33]3[C:28]([CH:29]=[CH:30][N:31]=[CH:32]3)=[CH:27][CH:26]=2)=[CH:17][N:16]=1. The yield is 0.550. (7) The reactants are [CH3:1][O:2][CH2:3][CH2:4][O:5][C:6]1[CH:7]=[C:8]2[C:13](=[CH:14][C:15]=1[O:16][CH2:17][CH2:18][O:19][CH3:20])[N:12]=[CH:11][N:10]=[C:9]2[S:21][C:22]1[CH:23]=[C:24]([NH:28][C:29]([NH:31][C:32]2[CH:36]=[C:35]([C:37]([CH3:40])([CH3:39])[CH3:38])[O:34][N:33]=2)=[O:30])[CH:25]=[CH:26][CH:27]=1.[ClH:41].CCOCC. The catalyst is C(Cl)Cl.CO. The product is [ClH:41].[CH3:1][O:2][CH2:3][CH2:4][O:5][C:6]1[CH:7]=[C:8]2[C:13](=[CH:14][C:15]=1[O:16][CH2:17][CH2:18][O:19][CH3:20])[N:12]=[CH:11][N:10]=[C:9]2[S:21][C:22]1[CH:23]=[C:24]([NH:28][C:29]([NH:31][C:32]2[CH:36]=[C:35]([C:37]([CH3:40])([CH3:39])[CH3:38])[O:34][N:33]=2)=[O:30])[CH:25]=[CH:26][CH:27]=1. The yield is 0.400. (8) The reactants are Br[CH2:2][CH2:3][O:4][C:5]1[CH:10]=[CH:9][C:8]([O:11][CH3:12])=[C:7]([O:13][CH3:14])[CH:6]=1.[F:15][C:16]1[CH:21]=[CH:20][C:19]([CH:22]([C:35]2[CH:40]=[CH:39][C:38]([F:41])=[CH:37][CH:36]=2)[CH2:23][CH2:24][CH2:25][CH2:26][C:27]([N:29]2[CH2:34][CH2:33][NH:32][CH2:31][CH2:30]2)=[O:28])=[CH:18][CH:17]=1.C([O-])([O-])=O.[K+].[K+].CCOC(C)=O. The catalyst is CN(C=O)C. The product is [CH3:14][O:13][C:7]1[CH:6]=[C:5]([CH:10]=[CH:9][C:8]=1[O:11][CH3:12])[O:4][CH2:3][CH2:2][N:32]1[CH2:33][CH2:34][N:29]([C:27](=[O:28])[CH2:26][CH2:25][CH2:24][CH2:23][CH:22]([C:19]2[CH:18]=[CH:17][C:16]([F:15])=[CH:21][CH:20]=2)[C:35]2[CH:40]=[CH:39][C:38]([F:41])=[CH:37][CH:36]=2)[CH2:30][CH2:31]1. The yield is 0.570. (9) The reactants are S(O)(O)(=O)=O.[CH3:6][S:7][C:8](=[NH:10])[NH2:9].[C:11](N1C=CN=C1)([N:13]1[CH:17]=[CH:16][N:15]=[CH:14]1)=[O:12]. The catalyst is [OH-].[Na+]. The product is [N:13]1([C:11]([NH:10][C:8]([S:7][CH3:6])=[NH:9])=[O:12])[CH:17]=[CH:16][N:15]=[CH:14]1. The yield is 0.720. (10) The yield is 0.880. The product is [CH3:29][O:28][N:27]([CH3:26])[C:6]([C:5]1[S:1][C:2]2[CH2:12][CH2:11][CH2:10][CH2:9][C:3]=2[CH:4]=1)=[O:7]. The reactants are [S:1]1[C:5]([C:6](O)=[O:7])=[CH:4][C:3]2[CH2:9][CH2:10][CH2:11][CH2:12][C:2]1=2.C(Cl)(=O)C(Cl)=O.C(N(CC)CC)C.[CH3:26][NH:27][O:28][CH3:29]. The catalyst is CN(C=O)C.C(Cl)Cl.